From a dataset of Peptide-MHC class I binding affinity with 185,985 pairs from IEDB/IMGT. Regression. Given a peptide amino acid sequence and an MHC pseudo amino acid sequence, predict their binding affinity value. This is MHC class I binding data. (1) The peptide sequence is YIHFLIRQL. The MHC is Mamu-B1001 with pseudo-sequence Mamu-B1001. The binding affinity (normalized) is 0.690. (2) The peptide sequence is LSIIFGRSY. The MHC is HLA-A02:16 with pseudo-sequence HLA-A02:16. The binding affinity (normalized) is 0.0847. (3) The peptide sequence is VMMSAPPAEY. The MHC is HLA-A30:02 with pseudo-sequence HLA-A30:02. The binding affinity (normalized) is 0.865. (4) The peptide sequence is FLTSLLILV. The MHC is HLA-A02:06 with pseudo-sequence HLA-A02:06. The binding affinity (normalized) is 0.889. (5) The peptide sequence is FNSFLTHAL. The MHC is HLA-A02:01 with pseudo-sequence HLA-A02:01. The binding affinity (normalized) is 0.161. (6) The peptide sequence is SLFPEFSEL. The MHC is HLA-A02:01 with pseudo-sequence HLA-A02:01. The binding affinity (normalized) is 0.898. (7) The MHC is HLA-A11:01 with pseudo-sequence HLA-A11:01. The peptide sequence is FTDISMSLYK. The binding affinity (normalized) is 0.799. (8) The peptide sequence is WSDLNTTDF. The MHC is HLA-A03:01 with pseudo-sequence HLA-A03:01. The binding affinity (normalized) is 0.0847. (9) The peptide sequence is RVYAELAAL. The MHC is HLA-A31:01 with pseudo-sequence HLA-A31:01. The binding affinity (normalized) is 0.680.